Dataset: Full USPTO retrosynthesis dataset with 1.9M reactions from patents (1976-2016). Task: Predict the reactants needed to synthesize the given product. (1) Given the product [CH3:14][C:3]1[CH:4]=[C:5]([C:10]([F:13])([F:11])[F:12])[C:6]([CH2:8][NH2:9])=[N:7][CH:2]=1, predict the reactants needed to synthesize it. The reactants are: Cl[C:2]1[N:7]=[C:6]([C:8]#[N:9])[C:5]([C:10]([F:13])([F:12])[F:11])=[CH:4][C:3]=1[CH3:14].N. (2) Given the product [CH3:1][O:2][C:3]1[CH:12]=[C:11]2[C:6]([C:7]([CH3:20])=[CH:8][C:9]([NH:13][C@H:14]3[CH2:18][CH2:17][C@H:16]([NH:19][CH2:34][C:31]4[CH:32]=[CH:33][N:29]([C:26]5[CH:27]=[CH:28][C:23]([C:22]([F:37])([F:21])[F:36])=[CH:24][CH:25]=5)[CH:30]=4)[CH2:15]3)=[N:10]2)=[CH:5][CH:4]=1, predict the reactants needed to synthesize it. The reactants are: [CH3:1][O:2][C:3]1[CH:12]=[C:11]2[C:6]([C:7]([CH3:20])=[CH:8][C:9]([NH:13][C@H:14]3[CH2:18][CH2:17][C@H:16]([NH2:19])[CH2:15]3)=[N:10]2)=[CH:5][CH:4]=1.[F:21][C:22]([F:37])([F:36])[C:23]1[CH:28]=[CH:27][C:26]([N:29]2[CH:33]=[CH:32][C:31]([CH:34]=O)=[CH:30]2)=[CH:25][CH:24]=1. (3) Given the product [C:1]([O:9][C@H:10]([CH2:15][C:16]1[C:17]([CH2:26][NH:34][CH2:33][C:32]([F:36])([F:35])[F:31])=[C:18]2[C:22](=[C:23]([Cl:25])[CH:24]=1)[NH:21][N:20]=[CH:19]2)[C:11]([O:13][CH3:14])=[O:12])(=[O:8])[C:2]1[CH:3]=[CH:4][CH:5]=[CH:6][CH:7]=1, predict the reactants needed to synthesize it. The reactants are: [C:1]([O:9][C@H:10]([CH2:15][C:16]1[C:17]([CH2:26]Cl)=[C:18]2[C:22](=[C:23]([Cl:25])[CH:24]=1)[NH:21][N:20]=[CH:19]2)[C:11]([O:13][CH3:14])=[O:12])(=[O:8])[C:2]1[CH:7]=[CH:6][CH:5]=[CH:4][CH:3]=1.C(#N)C.[F:31][C:32]([F:36])([F:35])[CH2:33][NH2:34].C(=O)([O-])[O-].[K+].[K+]. (4) Given the product [CH3:12][O:11][C:5]1[CH:6]=[C:7]([O:9][CH3:10])[CH:8]=[C:3]([O:2][CH3:1])[C:4]=1[CH:13]=[CH:14][C:15]1[S:16][C:17]([CH:27]=[O:28])=[CH:18][CH:19]=1, predict the reactants needed to synthesize it. The reactants are: [CH3:1][O:2][C:3]1[CH:8]=[C:7]([O:9][CH3:10])[CH:6]=[C:5]([O:11][CH3:12])[C:4]=1[CH:13]=[CH:14][C:15]1[S:16][CH:17]=[CH:18][CH:19]=1.C([Li])CCC.CN(C)[CH:27]=[O:28]. (5) Given the product [F:1][C:2]1[C:12]([O:13][CH3:14])=[CH:11][CH:10]=[C:9]([O:15][CH3:16])[C:3]=1[C:4](=[O:6])[CH2:25][C:21]1[CH:22]=[CH:23][CH:24]=[C:19]([O:18][CH3:17])[CH:20]=1, predict the reactants needed to synthesize it. The reactants are: [F:1][C:2]1[C:12]([O:13][CH3:14])=[CH:11][CH:10]=[C:9]([O:15][CH3:16])[C:3]=1[C:4]([O:6]CC)=O.[CH3:17][O:18][C:19]1[CH:20]=[C:21]([CH2:25]C(O)=O)[CH:22]=[CH:23][CH:24]=1.C[Si]([N-][Si](C)(C)C)(C)C.[Na+].Cl. (6) Given the product [Cl:1][C:2]1[C:11]2[C:6](=[CH:7][CH:8]=[CH:9][CH:10]=2)[CH:5]=[CH:4][C:3]=1[O:12][CH2:20][CH2:21][NH:22][C:23](=[O:29])[O:24][C:25]([CH3:28])([CH3:27])[CH3:26], predict the reactants needed to synthesize it. The reactants are: [Cl:1][C:2]1[C:11]2[C:6](=[CH:7][CH:8]=[CH:9][CH:10]=2)[CH:5]=[CH:4][C:3]=1[OH:12].C([O-])([O-])=O.[K+].[K+].Br[CH2:20][CH2:21][NH:22][C:23](=[O:29])[O:24][C:25]([CH3:28])([CH3:27])[CH3:26].CCCCCC.C(OCC)(=O)C. (7) Given the product [OH:2][CH:1]([C@@H:3]1[CH2:8][C@H:7]([N:9]([C:14]([C:16]2[N:17]=[N:18][N:19]([C:27]3[CH:32]=[CH:31][CH:30]=[CH:29][C:28]=3[CH3:33])[C:20]=2[CH2:21][O:22][CH2:23][CH2:24][O:25][CH3:26])=[O:15])[CH2:10][CH:11]([CH3:12])[CH3:13])[CH2:6][N:5]([C:34]([O:36][C:37]([CH3:38])([CH3:40])[CH3:39])=[O:35])[CH2:4]1)[CH3:41], predict the reactants needed to synthesize it. The reactants are: [CH:1]([C@@H:3]1[CH2:8][C@H:7]([N:9]([C:14]([C:16]2[N:17]=[N:18][N:19]([C:27]3[CH:32]=[CH:31][CH:30]=[CH:29][C:28]=3[CH3:33])[C:20]=2[CH2:21][O:22][CH2:23][CH2:24][O:25][CH3:26])=[O:15])[CH2:10][CH:11]([CH3:13])[CH3:12])[CH2:6][N:5]([C:34]([O:36][C:37]([CH3:40])([CH3:39])[CH3:38])=[O:35])[CH2:4]1)=[O:2].[CH3:41][Mg]Br.[Cl-].[NH4+].